The task is: Predict the product of the given reaction.. This data is from Forward reaction prediction with 1.9M reactions from USPTO patents (1976-2016). (1) Given the reactants [CH3:1][C:2]([CH3:6])([CH3:5])[CH:3]=O.[NH2:7][CH:8]1[C:17]2[C:12](=[CH:13][CH:14]=[C:15]([CH2:18][C:19]([NH:21][CH2:22][C:23]3[CH:28]=[CH:27][CH:26]=[CH:25][CH:24]=3)=[O:20])[CH:16]=2)[O:11][C:10]([CH3:30])([CH3:29])[CH:9]1[OH:31].[BH3-]C#N.[Na+].O, predict the reaction product. The product is: [CH2:22]([NH:21][C:19](=[O:20])[CH2:18][C:15]1[CH:16]=[C:17]2[C:12](=[CH:13][CH:14]=1)[O:11][C:10]([CH3:29])([CH3:30])[CH:9]([OH:31])[CH:8]2[NH:7][CH2:1][C:2]([CH3:6])([CH3:5])[CH3:3])[C:23]1[CH:24]=[CH:25][CH:26]=[CH:27][CH:28]=1. (2) Given the reactants [CH3:1][O:2][C:3]1[CH:8]=[CH:7][C:6]([CH2:9][C:10](Cl)=[O:11])=[CH:5][CH:4]=1.N1C=CC=CC=1.Cl.[CH3:20][NH:21][O:22][CH3:23], predict the reaction product. The product is: [CH3:23][O:22][N:21]([CH3:20])[C:10](=[O:11])[CH2:9][C:6]1[CH:7]=[CH:8][C:3]([O:2][CH3:1])=[CH:4][CH:5]=1. (3) The product is: [C:22]1([C:27]2[CH:32]=[CH:31][CH:30]=[CH:29][CH:28]=2)[CH:23]=[CH:24][CH:25]=[C:26]([N:7]([C:2]2[N:3]=[C:38]([C:37]3[CH:14]=[CH:4][CH:5]=[CH:6][CH:36]=3)[CH:39]=[C:40]([C:13]3[CH:8]=[CH:9][CH:10]=[CH:11][CH:12]=3)[N:35]=2)[C:2]2[N:7]=[C:6]([C:8]3[CH:13]=[CH:12][CH:11]=[CH:10][CH:9]=3)[CH:5]=[C:4]([C:14]3[CH:19]=[CH:18][CH:17]=[CH:16][CH:15]=3)[N:3]=2)[CH:21]=1. Given the reactants Cl[C:2]1[N:7]=[C:6]([C:8]2[CH:13]=[CH:12][CH:11]=[CH:10][CH:9]=2)[CH:5]=[C:4]([C:14]2[CH:19]=[CH:18][CH:17]=[CH:16][CH:15]=2)[N:3]=1.N[C:21]1[CH:26]=[CH:25][CH:24]=[CH:23][C:22]=1[C:27]1[CH:32]=[CH:31][CH:30]=[CH:29][CH:28]=1.[H-].[Na+].[N:35]1[CH:40]=[CH:39][CH:38]=[CH:37][CH:36]=1, predict the reaction product. (4) Given the reactants [N+:1]([C:4]1[C:13]2[C:8](=[CH:9][CH:10]=[CH:11][CH:12]=2)[CH:7]=[CH:6][C:5]=1[CH:14]=[O:15])([O-:3])=[O:2].[CH3:16][O:17][C:18]1[CH:23]=[CH:22][CH:21]=[CH:20][C:19]=1[Mg]Br.O1CCCC1.[Cl-].[NH4+], predict the reaction product. The product is: [CH3:16][O:17][C:18]1[CH:23]=[CH:22][CH:21]=[CH:20][C:19]=1[CH:14]([C:5]1[CH:6]=[CH:7][C:8]2[C:13](=[CH:12][CH:11]=[CH:10][CH:9]=2)[C:4]=1[N+:1]([O-:3])=[O:2])[OH:15]. (5) Given the reactants [CH3:1][N:2]1[CH2:11][CH2:10][O:9][C:8]2[C:7]3=[N:12][N:13]=[C:14]([C:15]4[CH:20]=[CH:19][CH:18]=[C:17]([O:21][C:22]([F:25])([F:24])[F:23])[CH:16]=4)[N:6]3[N:5]=[C:4]([N:26]3[CH2:31][CH2:30][CH:29]([CH2:32][NH2:33])[CH2:28][CH2:27]3)[C:3]1=2.C(=O)([O-])[O-].[K+].[K+].C([BH3-])#N.[Na+].[CH3:44][C:45]([CH3:47])=O, predict the reaction product. The product is: [CH:45]([NH:33][CH2:32][CH:29]1[CH2:28][CH2:27][N:26]([C:4]2[C:3]3[N:2]([CH3:1])[CH2:11][CH2:10][O:9][C:8]=3[C:7]3=[N:12][N:13]=[C:14]([C:15]4[CH:20]=[CH:19][CH:18]=[C:17]([O:21][C:22]([F:25])([F:23])[F:24])[CH:16]=4)[N:6]3[N:5]=2)[CH2:31][CH2:30]1)([CH3:47])[CH3:44]. (6) Given the reactants [CH2:1]([N:5]1[CH:9]=[C:8]([C:10]2[CH:15]=[CH:14][C:13]([Cl:16])=[CH:12][C:11]=2[Cl:17])[N:7]=[C:6]1[C@@H:18]([NH:35][C:36]([CH:38]1[CH2:43][CH2:42][CH:41]([CH2:44][CH3:45])[CH2:40][CH2:39]1)=[O:37])[CH2:19][C:20]1[CH:25]=[CH:24][C:23]([O:26][C:27]2[CH:32]=[CH:31][C:30]([C:33]#[N:34])=[CH:29][CH:28]=2)=[CH:22][CH:21]=1)[CH2:2][CH2:3][CH3:4].[N-:46]=[N+:47]=[N-:48].[Na+].[Cl-].[NH4+], predict the reaction product. The product is: [CH2:1]([N:5]1[CH:9]=[C:8]([C:10]2[CH:15]=[CH:14][C:13]([Cl:16])=[CH:12][C:11]=2[Cl:17])[N:7]=[C:6]1[C@@H:18]([NH:35][C:36]([CH:38]1[CH2:43][CH2:42][CH:41]([CH2:44][CH3:45])[CH2:40][CH2:39]1)=[O:37])[CH2:19][C:20]1[CH:25]=[CH:24][C:23]([O:26][C:27]2[CH:28]=[CH:29][C:30]([C:33]3[NH:48][N:47]=[N:46][N:34]=3)=[CH:31][CH:32]=2)=[CH:22][CH:21]=1)[CH2:2][CH2:3][CH3:4]. (7) Given the reactants Br[C:2]1[CH:36]=[CH:35][C:5]([O:6][C:7]2[CH:12]=[CH:11][C:10]([S:13]([N:16](CC3C=CC(OC)=CC=3OC)[C:17]3[S:18][CH:19]=[CH:20][N:21]=3)(=[O:15])=[O:14])=[CH:9][C:8]=2[C:33]#[N:34])=[C:4]([C:37]2[N:38]([CH3:42])[N:39]=[CH:40][CH:41]=2)[CH:3]=1.[CH3:43][O:44][C:45]1[CH:46]=[C:47](B(O)O)[CH:48]=[CH:49][CH:50]=1.C(=O)([O-])[O-].[K+].[K+].FC(F)(F)C(O)=O, predict the reaction product. The product is: [C:33]([C:8]1[CH:9]=[C:10]([S:13]([NH:16][C:17]2[S:18][CH:19]=[CH:20][N:21]=2)(=[O:14])=[O:15])[CH:11]=[CH:12][C:7]=1[O:6][C:5]1[CH:35]=[CH:36][C:2]([C:49]2[CH:48]=[CH:47][CH:46]=[C:45]([O:44][CH3:43])[CH:50]=2)=[CH:3][C:4]=1[C:37]1[N:38]([CH3:42])[N:39]=[CH:40][CH:41]=1)#[N:34]. (8) Given the reactants [Br:1][C:2]1[CH:3]=[C:4]([CH:8]([NH:12][C:13]([O:15][C:16]([CH3:19])([CH3:18])[CH3:17])=[O:14])[C:9]([OH:11])=[O:10])[CH:5]=[CH:6][CH:7]=1.[CH2:20](Br)[C:21]1[CH:26]=[CH:25][CH:24]=[CH:23][CH:22]=1.C(=O)([O-])[O-].[K+].[K+], predict the reaction product. The product is: [Br:1][C:2]1[CH:3]=[C:4]([CH:8]([NH:12][C:13]([O:15][C:16]([CH3:19])([CH3:18])[CH3:17])=[O:14])[C:9]([O:11][CH2:20][C:21]2[CH:26]=[CH:25][CH:24]=[CH:23][CH:22]=2)=[O:10])[CH:5]=[CH:6][CH:7]=1. (9) Given the reactants C([Li])(C)(C)C.Br[C:7]1[CH:12]=[CH:11][N:10]=[C:9]([C:13]([F:16])([F:15])[F:14])[CH:8]=1.[C:17]([C:19]1[C:24]([C:25]([C:33]2[CH:38]=[CH:37][CH:36]=[C:35]([O:39][CH2:40][CH2:41][CH:42]([F:44])[F:43])[CH:34]=2)=[N:26]S(C(C)(C)C)=O)=[CH:23][CH:22]=[CH:21][N:20]=1)#[N:18].Cl, predict the reaction product. The product is: [F:43][CH:42]([F:44])[CH2:41][CH2:40][O:39][C:35]1[CH:34]=[C:33]([C:25]2([C:7]3[CH:12]=[CH:11][N:10]=[C:9]([C:13]([F:16])([F:15])[F:14])[CH:8]=3)[C:24]3[C:19](=[N:20][CH:21]=[CH:22][CH:23]=3)[C:17]([NH2:18])=[N:26]2)[CH:38]=[CH:37][CH:36]=1.